From a dataset of Merck oncology drug combination screen with 23,052 pairs across 39 cell lines. Regression. Given two drug SMILES strings and cell line genomic features, predict the synergy score measuring deviation from expected non-interaction effect. (1) Drug 1: NC(=O)c1cccc2cn(-c3ccc(C4CCCNC4)cc3)nc12. Drug 2: CCC1(O)C(=O)OCc2c1cc1n(c2=O)Cc2cc3c(CN(C)C)c(O)ccc3nc2-1. Cell line: NCIH1650. Synergy scores: synergy=32.9. (2) Drug 1: NC(=O)c1cccc2cn(-c3ccc(C4CCCNC4)cc3)nc12. Drug 2: Cn1c(=O)n(-c2ccc(C(C)(C)C#N)cc2)c2c3cc(-c4cnc5ccccc5c4)ccc3ncc21. Cell line: OVCAR3. Synergy scores: synergy=18.9. (3) Drug 2: COC1=C2CC(C)CC(OC)C(O)C(C)C=C(C)C(OC(N)=O)C(OC)C=CC=C(C)C(=O)NC(=CC1=O)C2=O. Synergy scores: synergy=18.6. Drug 1: CS(=O)(=O)CCNCc1ccc(-c2ccc3ncnc(Nc4ccc(OCc5cccc(F)c5)c(Cl)c4)c3c2)o1. Cell line: ES2. (4) Drug 1: N.N.O=C(O)C1(C(=O)O)CCC1.[Pt]. Drug 2: Cc1nc(Nc2ncc(C(=O)Nc3c(C)cccc3Cl)s2)cc(N2CCN(CCO)CC2)n1. Cell line: NCIH1650. Synergy scores: synergy=31.9. (5) Cell line: A375. Synergy scores: synergy=-7.55. Drug 1: CN(Cc1cnc2nc(N)nc(N)c2n1)c1ccc(C(=O)NC(CCC(=O)O)C(=O)O)cc1. Drug 2: CC1(c2nc3c(C(N)=O)cccc3[nH]2)CCCN1. (6) Drug 1: CCN(CC)CCNC(=O)c1c(C)[nH]c(C=C2C(=O)Nc3ccc(F)cc32)c1C. Drug 2: CC1(c2nc3c(C(N)=O)cccc3[nH]2)CCCN1. Cell line: UWB1289. Synergy scores: synergy=10.6. (7) Drug 1: NC(=O)c1cccc2cn(-c3ccc(C4CCCNC4)cc3)nc12. Drug 2: NC1CCCCC1N.O=C(O)C(=O)O.[Pt+2]. Cell line: LOVO. Synergy scores: synergy=-17.7.